Predict which catalyst facilitates the given reaction. From a dataset of Catalyst prediction with 721,799 reactions and 888 catalyst types from USPTO. (1) Reactant: [OH:1][CH2:2][C@@:3]([CH3:17])([CH:15]=[CH2:16])[C:4]([N:6]1[C@H:10]([CH:11]([CH3:13])[CH3:12])[CH2:9][O:8][C:7]1=[O:14])=[O:5].F[B-](F)(F)F.[CH3:23][O+](C)C.[Cl-].[NH4+]. Product: [CH:11]([C@@H:10]1[CH2:9][O:8][C:7](=[O:14])[N:6]1[C:4](=[O:5])[C@:3]([CH2:2][O:1][CH3:23])([CH3:17])[CH:15]=[CH2:16])([CH3:13])[CH3:12]. The catalyst class is: 4. (2) Reactant: C([O:8][C:9]1[CH:14]=[C:13]([F:15])[CH:12]=[CH:11][C:10]=1[CH2:16][CH2:17][C@@H:18]([N:22]1[CH:26]=[C:25]([C:27]([NH2:29])=[O:28])[N:24]=[CH:23]1)[C@@H:19]([OH:21])[CH3:20])C1C=CC=CC=1. Product: [OH:8][C:9]1[CH:14]=[C:13]([F:15])[CH:12]=[CH:11][C:10]=1[CH2:16][CH2:17][C@@H:18]([N:22]1[CH:26]=[C:25]([C:27]([NH2:29])=[O:28])[N:24]=[CH:23]1)[C@@H:19]([OH:21])[CH3:20]. The catalyst class is: 591. (3) Reactant: [OH:1][C@H:2]([C:11]1[CH:20]=[CH:19][C:14]2[C:15](=[O:18])[O:16][CH2:17][C:13]=2[C:12]=1[CH3:21])[CH2:3][N:4]1[CH2:9][CH2:8][NH:7][C:6](=[O:10])[CH2:5]1.Br[C:23]1[CH:33]=[CH:32][C:26]2[CH:27]=[C:28]([C:30]#[N:31])[S:29][C:25]=2[CH:24]=1.CC1(C)C2C(=C(P(C3C=CC=CC=3)C3C=CC=CC=3)C=CC=2)OC2C(P(C3C=CC=CC=3)C3C=CC=CC=3)=CC=CC1=2.C([O-])([O-])=O.[Cs+].[Cs+]. Product: [OH:1][C@H:2]([C:11]1[CH:20]=[CH:19][C:14]2[C:15](=[O:18])[O:16][CH2:17][C:13]=2[C:12]=1[CH3:21])[CH2:3][N:4]1[CH2:9][CH2:8][N:7]([C:23]2[CH:33]=[CH:32][C:26]3[CH:27]=[C:28]([C:30]#[N:31])[S:29][C:25]=3[CH:24]=2)[C:6](=[O:10])[CH2:5]1. The catalyst class is: 62. (4) Reactant: [Br:1][C:2]1[N:11]=[C:5]2[CH:6]=[CH:7][CH:8]=[C:9](Br)[N:4]2[N:3]=1.C(=O)([O-])[O-].[K+].[K+].[NH2:18][C@H:19]1[CH2:24][CH2:23][CH2:22][N:21]([C:25]([O:27][C:28]([CH3:31])([CH3:30])[CH3:29])=[O:26])[CH2:20]1. Product: [Br:1][C:2]1[N:11]=[C:5]2[CH:6]=[CH:7][CH:8]=[C:9]([NH:18][C@H:19]3[CH2:24][CH2:23][CH2:22][N:21]([C:25]([O:27][C:28]([CH3:31])([CH3:30])[CH3:29])=[O:26])[CH2:20]3)[N:4]2[N:3]=1. The catalyst class is: 16. (5) Reactant: [C:1]([OH:5])(=[O:4])[CH:2]=[CH2:3].[NH2:6][C:7]1[CH:8]=[C:9]([C:13]([F:16])([F:15])[F:14])[CH:10]=[CH:11][CH:12]=1.[OH-].[Na+]. Product: [F:14][C:13]([F:15])([F:16])[C:9]1[CH:8]=[C:7]([NH:6][CH2:3][CH2:2][C:1]([OH:5])=[O:4])[CH:12]=[CH:11][CH:10]=1. The catalyst class is: 6.